Regression/Classification. Given a drug SMILES string, predict its absorption, distribution, metabolism, or excretion properties. Task type varies by dataset: regression for continuous measurements (e.g., permeability, clearance, half-life) or binary classification for categorical outcomes (e.g., BBB penetration, CYP inhibition). Dataset: cyp1a2_veith. From a dataset of CYP1A2 inhibition data for predicting drug metabolism from PubChem BioAssay. (1) The molecule is O=C(O)CNC(=O)c1ccc([As](=O)(O)O)cc1. The result is 0 (non-inhibitor). (2) The compound is CN(C)c1ccc(-c2cncnc2NCc2cccnc2)cc1. The result is 1 (inhibitor). (3) The drug is CONC(=O)c1cc(OCC(F)(F)F)ccc1OCC(F)(F)F. The result is 1 (inhibitor). (4) The drug is C=C1C(=O)O[C@@H]2[C@@H]1CC/C(C)=C\CC[C@@]1(C)O[C@H]21. The result is 0 (non-inhibitor).